From a dataset of Full USPTO retrosynthesis dataset with 1.9M reactions from patents (1976-2016). Predict the reactants needed to synthesize the given product. (1) The reactants are: [NH2:1][C:2]1[N:7]=[CH:6][N:5]=[C:4]2[NH:8][N:9]=[CH:10][C:3]=12.[H-].[Na+].Br[CH2:14][CH:15]([Cl:18])CC. Given the product [Cl:18][CH2:15][CH2:14][N:8]1[C:4]2=[N:5][CH:6]=[N:7][C:2]([NH2:1])=[C:3]2[CH:10]=[N:9]1, predict the reactants needed to synthesize it. (2) The reactants are: [N+](C1C=CC(O[C:11](=[O:36])[NH:12][CH:13]2[CH2:25][C:24]3[C:23]4[C:18](=[CH:19][CH:20]=[C:21]([C:26]#[N:27])[CH:22]=4)[N:17]([CH2:28][C:29]4[CH:34]=[CH:33][CH:32]=[C:31]([F:35])[CH:30]=4)[C:16]=3[CH2:15][CH2:14]2)=CC=1)([O-])=O.Cl.CN.[CH2:40]([N:42](CC)CC)C.C1COCC1. Given the product [C:26]([C:21]1[CH:22]=[C:23]2[C:18](=[CH:19][CH:20]=1)[N:17]([CH2:28][C:29]1[CH:34]=[CH:33][CH:32]=[C:31]([F:35])[CH:30]=1)[C:16]1[CH2:15][CH2:14][CH:13]([NH:12][C:11]([NH:42][CH3:40])=[O:36])[CH2:25][C:24]2=1)#[N:27], predict the reactants needed to synthesize it. (3) Given the product [CH2:1]([C@@H:8]1[CH2:12][O:11][C:10](=[O:13])[N:9]1[C:19](=[O:24])[CH2:20][CH2:21][CH:22]=[CH2:23])[C:2]1[CH:3]=[CH:4][CH:5]=[CH:6][CH:7]=1, predict the reactants needed to synthesize it. The reactants are: [CH2:1]([C@@H:8]1[CH2:12][O:11][C:10](=[O:13])[NH:9]1)[C:2]1[CH:7]=[CH:6][CH:5]=[CH:4][CH:3]=1.C([Li])CCC.[C:19](Cl)(=[O:24])[CH2:20][CH2:21][CH:22]=[CH2:23]. (4) Given the product [NH2:23][C:20]1[CH:21]=[CH:22][C:17]([CH2:16][N:13]2[C:8]3[N:9]=[C:10]([NH2:12])[N:11]=[C:6]([C:2]4[O:1][CH:5]=[CH:4][CH:3]=4)[C:7]=3[N:15]=[N:14]2)=[CH:18][C:19]=1[CH3:26], predict the reactants needed to synthesize it. The reactants are: [O:1]1[CH:5]=[CH:4][CH:3]=[C:2]1[C:6]1[C:7]2[N:15]=[N:14][N:13]([CH2:16][C:17]3[CH:22]=[CH:21][C:20]([N+:23]([O-])=O)=[C:19]([CH3:26])[CH:18]=3)[C:8]=2[N:9]=[C:10]([NH2:12])[N:11]=1.C(N(CC)CC)C.C(O)=O.Cl. (5) Given the product [N:31]1[CH:36]=[CH:35][CH:34]=[C:33]([C:2]2[S:6][C:5]([C:7]3[CH:8]=[CH:9][C:10]4[CH2:17][CH:16]5[C:18]6([CH2:22][N:21]([CH2:23][C:24]([F:27])([F:26])[F:25])[S:20](=[O:29])(=[O:28])[NH:19]6)[CH:13]([CH2:14][CH2:15]5)[CH2:12][C:11]=4[CH:30]=3)=[N:4][CH:3]=2)[CH:32]=1, predict the reactants needed to synthesize it. The reactants are: Br[C:2]1[S:6][C:5]([C:7]2[CH:8]=[CH:9][C:10]3[CH2:17][CH:16]4[C:18]5([CH2:22][N:21]([CH2:23][C:24]([F:27])([F:26])[F:25])[S:20](=[O:29])(=[O:28])[NH:19]5)[CH:13]([CH2:14][CH2:15]4)[CH2:12][C:11]=3[CH:30]=2)=[N:4][CH:3]=1.[N:31]1[CH:36]=[CH:35][CH:34]=[C:33](B(O)O)[CH:32]=1. (6) Given the product [C:1]([C:4]1[C:12]2[C:7](=[CH:8][CH:9]=[C:10]([Cl:13])[CH:11]=2)[N:6]([CH2:33][CH2:34][C:35]2[CH:40]=[CH:39][CH:38]=[CH:37][CH:36]=2)[CH:5]=1)(=[O:3])[CH3:2], predict the reactants needed to synthesize it. The reactants are: [C:1]([C:4]1[C:12]2[C:7](=[CH:8][CH:9]=[C:10]([Cl:13])[CH:11]=2)[NH:6][CH:5]=1)(=[O:3])[CH3:2].C1(P(C2C=CC=CC=2)C2C=CC=CC=2)C=CC=CC=1.[CH2:33](O)[CH2:34][C:35]1[CH:40]=[CH:39][CH:38]=[CH:37][CH:36]=1.N(C(OC(C)C)=O)=NC(OC(C)C)=O. (7) The reactants are: [F:1][C:2]1[CH:3]=[CH:4][C:5]([OH:10])=[C:6]([CH:9]=1)[CH:7]=O.[S:11]1[CH2:17][C:15](=[O:16])[NH:14][C:12]1=S.[NH:18]1[CH2:22][CH2:21][C@@H:20]([OH:23])[CH2:19]1. Given the product [F:1][C:2]1[CH:3]=[CH:4][C:5]([OH:10])=[C:6](/[CH:7]=[C:17]2/[C:15](=[O:16])[N:14]=[C:12]([N:18]3[CH2:22][CH2:21][C@@H:20]([OH:23])[CH2:19]3)[S:11]/2)[CH:9]=1, predict the reactants needed to synthesize it.